Dataset: Catalyst prediction with 721,799 reactions and 888 catalyst types from USPTO. Task: Predict which catalyst facilitates the given reaction. (1) Reactant: [NH2:1][C:2]1[CH:16]=[CH:15][CH:14]=[CH:13][C:3]=1[C:4]([NH:6][CH2:7][CH2:8][CH2:9][C:10]([OH:12])=[O:11])=[O:5].C[Si](Cl)(C)C.C(N(CC)CC)C.[Cl:29][C:30]1[CH:38]=[CH:37][C:33]([C:34](Cl)=[O:35])=[C:32]([OH:39])[CH:31]=1.[OH-].[Na+].Cl. Product: [Cl:29][C:30]1[CH:38]=[CH:37][C:33]([C:34]([NH:1][C:2]2[CH:16]=[CH:15][CH:14]=[CH:13][C:3]=2[C:4]([NH:6][CH2:7][CH2:8][CH2:9][C:10]([OH:12])=[O:11])=[O:5])=[O:35])=[C:32]([OH:39])[CH:31]=1. The catalyst class is: 2. (2) Reactant: [NH2:1][C:2]1[C:13]([CH3:14])=[CH:12][CH:11]=[CH:10][C:3]=1[C:4]([NH:6][CH:7]([CH3:9])[CH3:8])=[O:5].C=O.[C:17]1(C)C=CC(S(O)(=O)=O)=CC=1. Product: [CH3:14][C:13]1[CH:12]=[CH:11][CH:10]=[C:3]2[C:2]=1[NH:1][CH2:17][N:6]([CH:7]([CH3:9])[CH3:8])[C:4]2=[O:5]. The catalyst class is: 8. (3) Reactant: [CH2:1]([O:5][C:6]1[CH:7]=[C:8]([CH:18]=[CH:19][CH:20]=1)[O:9][C:10]1[CH:17]=[CH:16][C:13]([C:14]#[N:15])=[CH:12][CH:11]=1)[CH2:2][CH2:3][CH3:4].C1COCC1.[H-].[Al+3].[Li+].[H-].[H-].[H-].[OH-].[Na+]. Product: [CH2:1]([O:5][C:6]1[CH:7]=[C:8]([CH:18]=[CH:19][CH:20]=1)[O:9][C:10]1[CH:11]=[CH:12][C:13]([CH2:14][NH2:15])=[CH:16][CH:17]=1)[CH2:2][CH2:3][CH3:4]. The catalyst class is: 97. (4) Reactant: C(O)(C(F)(F)F)=O.[Cl:8][C:9]1[CH:14]=[CH:13][CH:12]=[C:11]([Cl:15])[C:10]=1[N:16]1[CH:46]=[C:45]([C:47]#[C:48][CH2:49][O:50]C2CCCCO2)[C:19]2[N:20]=[C:21]([NH:24][C:25]3[CH:30]=[CH:29][C:28]([N:31]4[CH2:36][CH2:35][N:34](C(OC(C)(C)C)=O)[CH2:33][CH2:32]4)=[C:27]([CH3:44])[CH:26]=3)[N:22]=[CH:23][C:18]=2[C:17]1=[O:57]. Product: [Cl:15][C:11]1[CH:12]=[CH:13][CH:14]=[C:9]([Cl:8])[C:10]=1[N:16]1[CH:46]=[C:45]([C:47]#[C:48][CH2:49][OH:50])[C:19]2[N:20]=[C:21]([NH:24][C:25]3[CH:30]=[CH:29][C:28]([N:31]4[CH2:32][CH2:33][NH:34][CH2:35][CH2:36]4)=[C:27]([CH3:44])[CH:26]=3)[N:22]=[CH:23][C:18]=2[C:17]1=[O:57]. The catalyst class is: 2. (5) Reactant: CN(C(ON1N=NC2C=CC=NC1=2)=[N+](C)C)C.F[P-](F)(F)(F)(F)F.[O:25]=[C:26]1[N:32]([CH:33]2[CH2:38][CH2:37][N:36]([C:39]([O:41][C@@H:42]([C:54]([OH:56])=O)[CH2:43][C:44]3[CH:49]=[C:48]([CH3:50])[C:47]([OH:51])=[C:46]([O:52][CH3:53])[CH:45]=3)=[O:40])[CH2:35][CH2:34]2)[CH2:31][CH2:30][C:29]2[CH:57]=[CH:58][CH:59]=[CH:60][C:28]=2[NH:27]1.C(N(C(C)C)C(C)C)C.[O:70]1[CH2:75][CH2:74][CH:73]([N:76]2[CH2:81][CH2:80][NH:79][CH2:78][CH2:77]2)[CH2:72][CH2:71]1. Product: [O:25]=[C:26]1[N:32]([CH:33]2[CH2:34][CH2:35][N:36]([C:39]([O:41][C@H:42]([CH2:43][C:44]3[CH:49]=[C:48]([CH3:50])[C:47]([OH:51])=[C:46]([O:52][CH3:53])[CH:45]=3)[C:54](=[O:56])[N:79]3[CH2:78][CH2:77][N:76]([CH:73]4[CH2:74][CH2:75][O:70][CH2:71][CH2:72]4)[CH2:81][CH2:80]3)=[O:40])[CH2:37][CH2:38]2)[CH2:31][CH2:30][C:29]2[CH:57]=[CH:58][CH:59]=[CH:60][C:28]=2[NH:27]1. The catalyst class is: 3. (6) Reactant: [OH-].[Na+].[CH2:3]([O:10][CH2:11][CH2:12][CH2:13][O:14][C:15]1[C:16]([B:23]2[O:27][C:26]([CH3:29])(C)C(C)(C)[O:24]2)=[C:17]([CH:20]=[CH:21][CH:22]=1)C=O)[C:4]1[CH:9]=[CH:8][CH:7]=[CH:6][CH:5]=1.[N+:32](C)([O-:34])=[O:33]. Product: [CH2:3]([O:10][CH2:11][CH2:12][CH2:13][O:14][C:15]1[C:16]2[B:23]([OH:24])[O:27][CH:26]([CH2:29][N+:32]([O-:34])=[O:33])[C:17]=2[CH:20]=[CH:21][CH:22]=1)[C:4]1[CH:5]=[CH:6][CH:7]=[CH:8][CH:9]=1. The catalyst class is: 90. (7) Reactant: CC1(C)COB([C:8]2[CH:16]=[C:15]3[C:11]([CH2:12][N:13]4[C:19]([C:20]5[C:21]([C:26]6[CH:31]=[CH:30][CH:29]=[CH:28][CH:27]=6)=[N:22][O:23][C:24]=5[CH3:25])=[N:18][N:17]=[C:14]43)=[CH:10][CH:9]=2)OC1.Cl[C:34]1[N:39]=[C:38]([C:40]([O:42]C)=[O:41])[CH:37]=[N:36][CH:35]=1.C([O-])([O-])=O.[Cs+].[Cs+]. Product: [CH3:25][C:24]1[O:23][N:22]=[C:21]([C:26]2[CH:27]=[CH:28][CH:29]=[CH:30][CH:31]=2)[C:20]=1[C:19]1[N:13]2[CH2:12][C:11]3[C:15]([C:14]2=[N:17][N:18]=1)=[CH:16][C:8]([C:34]1[N:39]=[C:38]([C:40]([OH:42])=[O:41])[CH:37]=[N:36][CH:35]=1)=[CH:9][CH:10]=3. The catalyst class is: 658. (8) Reactant: [CH2:1]([N:3]1[C:7]2=[N:8][CH:9]=[C:10]([C:18]([O:20]CC)=[O:19])[C:11]([NH:12][C@H:13]3[CH2:17][CH2:16][O:15][CH2:14]3)=[C:6]2[CH:5]=[N:4]1)[CH3:2].[OH-].[Na+]. The catalyst class is: 40. Product: [CH2:1]([N:3]1[C:7]2=[N:8][CH:9]=[C:10]([C:18]([OH:20])=[O:19])[C:11]([NH:12][C@H:13]3[CH2:17][CH2:16][O:15][CH2:14]3)=[C:6]2[CH:5]=[N:4]1)[CH3:2].